Dataset: Catalyst prediction with 721,799 reactions and 888 catalyst types from USPTO. Task: Predict which catalyst facilitates the given reaction. (1) Reactant: [CH:1]([Mg]Cl)([CH3:3])[CH3:2].[C:6]([O:13][CH2:14][CH3:15])(=[O:12])[C:7]([O:9]CC)=O.Cl. The catalyst class is: 27. Product: [O:9]=[C:7]([CH:1]([CH3:3])[CH3:2])[C:6]([O:13][CH2:14][CH3:15])=[O:12]. (2) Reactant: C(OC([NH:8][CH:9]1[CH2:14][CH2:13][N:12]([C:15]([O:17][CH2:18][C:19]2[CH:24]=[C:23]([C:25]#[N:26])[CH:22]=[C:21]([Cl:27])[CH:20]=2)=[O:16])[CH2:11][CH2:10]1)=O)(C)(C)C.Cl. Product: [NH2:8][CH:9]1[CH2:14][CH2:13][N:12]([C:15]([O:17][CH2:18][C:19]2[CH:24]=[C:23]([C:25]#[N:26])[CH:22]=[C:21]([Cl:27])[CH:20]=2)=[O:16])[CH2:11][CH2:10]1. The catalyst class is: 817.